Dataset: Peptide-MHC class II binding affinity with 134,281 pairs from IEDB. Task: Regression. Given a peptide amino acid sequence and an MHC pseudo amino acid sequence, predict their binding affinity value. This is MHC class II binding data. (1) The peptide sequence is SMQKTIPLVALTLTS. The MHC is HLA-DQA10501-DQB10302 with pseudo-sequence HLA-DQA10501-DQB10302. The binding affinity (normalized) is 0.454. (2) The peptide sequence is PLSVASMTSPLLTWD. The MHC is HLA-DPA10201-DPB10101 with pseudo-sequence HLA-DPA10201-DPB10101. The binding affinity (normalized) is 0.378. (3) The peptide sequence is MTDPHAMRDMAGRFE. The MHC is HLA-DQA10501-DQB10201 with pseudo-sequence HLA-DQA10501-DQB10201. The binding affinity (normalized) is 0.443. (4) The peptide sequence is RLTYQWHKEGSSIGK. The MHC is DRB1_0404 with pseudo-sequence DRB1_0404. The binding affinity (normalized) is 0.532. (5) The peptide sequence is SQTTANPSCPEGT. The MHC is DRB4_0101 with pseudo-sequence DRB4_0103. The binding affinity (normalized) is 0. (6) The peptide sequence is MLTLFILIITSTIKA. The MHC is DRB4_0101 with pseudo-sequence DRB4_0103. The binding affinity (normalized) is 0.170.